The task is: Binary Classification. Given a miRNA mature sequence and a target amino acid sequence, predict their likelihood of interaction.. This data is from Experimentally validated miRNA-target interactions with 360,000+ pairs, plus equal number of negative samples. (1) The miRNA is mmu-miR-381-3p with sequence UAUACAAGGGCAAGCUCUCUGU. The protein sequence of the target gene is MSANLKYLSLGILVFQTTSLVLTMRYSRTLKEEGPRYLSSTAVVVAEFLKIMACIFLVYKDSKCSVRALNRVLHDEILNKPMETLKLAIPSGIYTLQNNLLYVALSNLDAATYQVTYQLKILTTALFSVSMLGKKLGVYQWLSLVILMAGVAFVQWPSDSQELNSKDLSTGSQFVGLMAVLTACFSSGFAGVYFEKILKETKQSVWIRNIQLGFFGSIFGLMGVYVYDGELVSKNGFFQGYNQLTWIVVALQALGGLVIAAVIKYADNILKGFATSLSIILSTIISYFWLQDFVPTSVFF.... Result: 1 (interaction). (2) The miRNA is hsa-let-7f-2-3p with sequence CUAUACAGUCUACUGUCUUUCC. The protein sequence of the target gene is MSFLVSKPERIRRWVSEKFIVEGLRDLELFGEQPPGDTRRKANEASSESIASFSKPEMMSSFLPEGGCYELLTIIGKGFEDLMTVNLARYKPTGEYVTVRRINLEACSNEMVTFLQGELHVSKLFSHPNIVPYRATFIADNELWVVTSFMAYGSAKDLIGTHFMDGMNELAIAYILQGVLKALDYIHHMGYVHRSVKASHILISTDGKVYLSGLRSNLSMISHGQRQRAVHDFPKYSIKVLPWLSPEVLQQNLQGYDAKSDIYSVGITACELANGHVPFKDMPATQMLLEKLNGTVPCLL.... Result: 0 (no interaction). (3) The miRNA is hsa-miR-6837-5p with sequence ACCAGGGCCAGCAGGGAAUGU. The protein sequence of the target gene is MAVLAPLIALVYSVPRLSRWLAQPYYLLSALLSAAFLLVRKLPPLCHGLPTQREDGNPCDFDWREVEILMFLSAIVMMKNRRSITVEQHIGNIFMFSKVANTILFFRLDIRMGLLYITLCIVFLMTCKPPLYMGPEYIKYFNDKTIDEELERDKRVTWIVEFFANWSNDCQSFAPIYADLSLKYNCTGLNFGKVDVGRYTDVSTRYKVSTSPLTKQLPTLILFQGGKEAMRRPQIDKKGRAVSWTFSEENVIREFNLNELYQRAKKLSKAGDNIPEEQPVASTPTTVSDGENKKDK. Result: 1 (interaction). (4) The miRNA is hsa-miR-1321 with sequence CAGGGAGGUGAAUGUGAU. The protein sequence of the target gene is MSFFGFGQSVEVEILLNDAESRKRAEHKTEDGKKEKYFLFYDGETVSGKVSLALKNPNKRLEHQGIKIEFIGQIELYYDRGNHHEFVSLVKDLARPGEITQSQAFDFEFTHVEKPYESYTGQNVKLRYFLRATISRRLNDVVKEMDIVVHTLSTYPELNSSIKMEVGIEDCLHIEFEYNKSKYHLKDVIVGKIYFLLVRIKIKHMEIDIIKRETTGTGPNVYHENDTIAKYEIMDGAPVRGESIPIRLFLAGYELTPTMRDINKKFSVRYYLNLVLIDEEERRYFKQQEVVLWRKGDIVR.... Result: 0 (no interaction).